This data is from Catalyst prediction with 721,799 reactions and 888 catalyst types from USPTO. The task is: Predict which catalyst facilitates the given reaction. (1) Reactant: [NH2:1][C:2]1[C:3]([C:24]([O:26]C)=[O:25])=[N:4][C:5]([C:8]2[C:17]3[C:12](=[CH:13][CH:14]=[CH:15][CH:16]=3)[CH:11]=[C:10]([N:18]3[CH2:23][CH2:22][O:21][CH2:20][CH2:19]3)[N:9]=2)=[CH:6][N:7]=1.O[Li].O. Product: [NH2:1][C:2]1[C:3]([C:24]([OH:26])=[O:25])=[N:4][C:5]([C:8]2[C:17]3[C:12](=[CH:13][CH:14]=[CH:15][CH:16]=3)[CH:11]=[C:10]([N:18]3[CH2:23][CH2:22][O:21][CH2:20][CH2:19]3)[N:9]=2)=[CH:6][N:7]=1. The catalyst class is: 87. (2) Reactant: C(OC(=O)[C:5]([C:14](=[O:33])[C:15]1[CH:20]=[C:19]([CH2:21][C:22]2[CH:27]=[CH:26][CH:25]=[C:24]([Cl:28])[C:23]=2[F:29])[C:18]([O:30][CH3:31])=[CH:17][C:16]=1F)=[CH:6][NH:7][C@H:8]([CH2:12][OH:13])[CH:9]([CH3:11])[CH3:10])C.C(=O)([O-])[O-].[K+].[K+].O. Product: [Cl:28][C:24]1[C:23]([F:29])=[C:22]([CH:27]=[CH:26][CH:25]=1)[CH2:21][C:19]1[CH:20]=[C:15]2[C:16](=[CH:17][C:18]=1[O:30][CH3:31])[N:7]([C@H:8]([CH2:12][OH:13])[CH:9]([CH3:10])[CH3:11])[CH:6]=[CH:5][C:14]2=[O:33]. The catalyst class is: 9. (3) Reactant: C([O:3][C:4](=[O:41])[CH:5]([NH:14][C:15]([N:17]([CH2:27][CH2:28][C:29]1[CH:34]=[CH:33][C:32]([C:35]2[CH:40]=[CH:39][CH:38]=[CH:37][CH:36]=2)=[CH:31][CH:30]=1)[CH2:18][C:19]1[CH:24]=[CH:23][C:22]([Cl:25])=[C:21]([Cl:26])[CH:20]=1)=[O:16])[CH2:6][C:7]1[CH:12]=[CH:11][C:10]([Cl:13])=[CH:9][CH:8]=1)C.[OH-].[Na+]. Product: [C:32]1([C:35]2[CH:40]=[CH:39][CH:38]=[CH:37][CH:36]=2)[CH:31]=[CH:30][C:29]([CH2:28][CH2:27][N:17]([CH2:18][C:19]2[CH:24]=[CH:23][C:22]([Cl:25])=[C:21]([Cl:26])[CH:20]=2)[C:15](=[O:16])[NH:14][CH:5]([CH2:6][C:7]2[CH:12]=[CH:11][C:10]([Cl:13])=[CH:9][CH:8]=2)[C:4]([OH:41])=[O:3])=[CH:34][CH:33]=1. The catalyst class is: 1. (4) Reactant: [CH:1]([O:4][C:5]1[CH:6]=[C:7]([CH:11]=[C:12]([C:14]([F:17])([F:16])[F:15])[CH:13]=1)[C:8](=S)[NH2:9])(C)C.O.[NH2:19]N.C[N:22]([CH:24]=O)C. Product: [CH3:1][O:4][C:5]1[CH:6]=[C:7]([C:8]2[N:22]=[CH:24][NH:19][N:9]=2)[CH:11]=[C:12]([C:14]([F:17])([F:16])[F:15])[CH:13]=1. The catalyst class is: 106. (5) Reactant: [C:1]([O:7][CH2:8][CH3:9])(=[O:6])[CH2:2][C:3]([CH3:5])=O.[Cl:10][C:11]1[CH:18]=[CH:17][CH:16]=[C:15]([Cl:19])[C:12]=1[CH:13]=O.[NH4+:20].[OH-:21]. Product: [Cl:10][C:11]1[CH:18]=[CH:17][CH:16]=[C:15]([Cl:19])[C:12]=1[CH:13]1[C:2]([C:1]([O:7][CH2:8][CH3:9])=[O:6])=[C:3]([CH3:5])[NH:20][C:3]([CH3:5])=[C:2]1[C:1]([O:7][CH2:8][CH3:9])=[O:21]. The catalyst class is: 271.